Dataset: Full USPTO retrosynthesis dataset with 1.9M reactions from patents (1976-2016). Task: Predict the reactants needed to synthesize the given product. (1) Given the product [F:15][B-:16]([F:19])([F:18])[F:17].[F:1][C:2]1[CH:3]=[C:4]([N+:5]#[N:11])[CH:6]=[C:7]([F:10])[C:8]=1[F:9], predict the reactants needed to synthesize it. The reactants are: [F:1][C:2]1[CH:3]=[C:4]([CH:6]=[C:7]([F:10])[C:8]=1[F:9])[NH2:5].[N:11]([O-])=O.[Na+].[F:15][B-:16]([F:19])([F:18])[F:17].[H+]. (2) Given the product [C:27]([N:12]([N:11]1[C:10](=[O:17])[C:9]2[C:4](=[CH:5][C:6]([C:23]([F:25])([F:26])[F:24])=[C:7]([C@H:18]3[CH2:22][CH2:21][CH2:20][O:19]3)[CH:8]=2)[NH:3][C:2]1=[O:1])[S:13]([CH3:16])(=[O:15])=[O:14])(=[O:31])[CH2:28][CH2:29][CH3:30], predict the reactants needed to synthesize it. The reactants are: [O:1]=[C:2]1[N:11]([NH:12][S:13]([CH3:16])(=[O:15])=[O:14])[C:10](=[O:17])[C:9]2[C:4](=[CH:5][C:6]([C:23]([F:26])([F:25])[F:24])=[C:7]([C@H:18]3[CH2:22][CH2:21][CH2:20][O:19]3)[CH:8]=2)[NH:3]1.[C:27](Cl)(=[O:31])[CH2:28][CH2:29][CH3:30]. (3) Given the product [Br:1][C:2]1[CH:10]=[CH:9][C:5]([C:6]([O:8][CH3:15])=[O:7])=[C:4]([NH:11][CH:12]([CH3:14])[CH3:13])[CH:3]=1, predict the reactants needed to synthesize it. The reactants are: [Br:1][C:2]1[CH:10]=[CH:9][C:5]([C:6]([OH:8])=[O:7])=[C:4]([NH:11][CH:12]([CH3:14])[CH3:13])[CH:3]=1.[C:15](=O)([O-])[O-].[K+].[K+].CI.O.